Dataset: Catalyst prediction with 721,799 reactions and 888 catalyst types from USPTO. Task: Predict which catalyst facilitates the given reaction. (1) Reactant: [CH3:1][NH:2][C:3]([NH:5][CH2:6][C:7]1[CH:15]=[CH:14][C:10]([C:11]([OH:13])=O)=[CH:9][CH:8]=1)=[O:4].Cl.[CH2:17]([O:19][CH2:20][C@@H:21]1[CH2:26][CH2:25][CH2:24][N:23]([CH2:27][C@H:28]2[CH2:33][CH2:32][CH2:31][CH2:30][C@@H:29]2[NH2:34])[CH2:22]1)[CH3:18].CN(C(ON1N=NC2C=CC=NC1=2)=[N+](C)C)C.F[P-](F)(F)(F)(F)F.C(N(C(C)C)CC)(C)C. Product: [CH2:17]([O:19][CH2:20][C@@H:21]1[CH2:26][CH2:25][CH2:24][N:23]([CH2:27][C@H:28]2[CH2:33][CH2:32][CH2:31][CH2:30][C@@H:29]2[NH:34][C:11](=[O:13])[C:10]2[CH:9]=[CH:8][C:7]([CH2:6][NH:5][C:3]([NH:2][CH3:1])=[O:4])=[CH:15][CH:14]=2)[CH2:22]1)[CH3:18]. The catalyst class is: 3. (2) Reactant: Cl[C:2]1[C:7]2[C:8]3[CH2:14][CH2:13][CH2:12][CH2:11][C:9]=3[Se:10][C:6]=2[N:5]=[CH:4][N:3]=1.[C:15]([C:19]1[S:23][C:22]([C:24]([NH2:26])=[O:25])=[C:21]([NH2:27])[CH:20]=1)([CH3:18])([CH3:17])[CH3:16].[OH-].[Na+]. Product: [C:15]([C:19]1[S:23][C:22]([C:24]([NH2:26])=[O:25])=[C:21]([NH:27][C:2]2[C:7]3[C:8]4[CH2:14][CH2:13][CH2:12][CH2:11][C:9]=4[Se:10][C:6]=3[N:5]=[CH:4][N:3]=2)[CH:20]=1)([CH3:18])([CH3:16])[CH3:17]. The catalyst class is: 3.